Dataset: Catalyst prediction with 721,799 reactions and 888 catalyst types from USPTO. Task: Predict which catalyst facilitates the given reaction. Reactant: FC(F)(F)S(O[C:7]1[CH2:8][CH2:9][N:10]([C:13]([O:15][C:16]([CH3:19])([CH3:18])[CH3:17])=[O:14])[CH2:11][CH:12]=1)(=O)=O.[B:22].[B].[OH:24][C:25]([C:28]([OH:31])([CH3:30])[CH3:29])([CH3:27])[CH3:26].C([O-])(=O)C.[K+].ClCCl. Product: [CH3:26][C:25]1([CH3:27])[C:28]([CH3:30])([CH3:29])[O:31][B:22]([C:7]2[CH2:8][CH2:9][N:10]([C:13]([O:15][C:16]([CH3:19])([CH3:18])[CH3:17])=[O:14])[CH2:11][CH:12]=2)[O:24]1. The catalyst class is: 9.